This data is from Forward reaction prediction with 1.9M reactions from USPTO patents (1976-2016). The task is: Predict the product of the given reaction. Given the reactants N#N.[C:3]1([C:9]2[O:13][CH:12]=[N:11][C:10]=2[C:14]([OH:16])=O)[CH:8]=[CH:7][CH:6]=[CH:5][CH:4]=1.C1C=CC2N(O)N=NC=2C=1.C(Cl)CCl.CCN(C(C)C)C(C)C.[CH2:40]([O:42][CH2:43][C:44]1[N:45]=[C:46]([CH2:49][N:50]2[N:54]=[C:53]([NH2:55])[CH:52]=[N:51]2)[O:47][CH:48]=1)[CH3:41], predict the reaction product. The product is: [CH2:40]([O:42][CH2:43][C:44]1[N:45]=[C:46]([CH2:49][N:50]2[N:54]=[C:53]([NH:55][C:14]([C:10]3[N:11]=[CH:12][O:13][C:9]=3[C:3]3[CH:4]=[CH:5][CH:6]=[CH:7][CH:8]=3)=[O:16])[CH:52]=[N:51]2)[O:47][CH:48]=1)[CH3:41].